Dataset: Forward reaction prediction with 1.9M reactions from USPTO patents (1976-2016). Task: Predict the product of the given reaction. Given the reactants [F:1][C:2]1[CH:7]=[CH:6][CH:5]=[CH:4][C:3]=1[C:8]1[NH:28][C:11]2[N:12]=[N:13][C:14]([CH2:16][CH2:17][CH2:18][CH2:19][N:20]3[CH:24]=[C:23]([C:25]([OH:27])=O)[N:22]=[N:21]3)=[CH:15][C:10]=2[CH:9]=1.C[CH2:30][N:31](C(C)C)C(C)C.CN(C(ON1N=N[C:48]2[CH:49]=[CH:50][CH:51]=[N:52][C:47]1=2)=[N+](C)C)C.F[P-](F)(F)(F)(F)F, predict the reaction product. The product is: [F:1][C:2]1[CH:7]=[CH:6][CH:5]=[CH:4][C:3]=1[C:8]1[NH:28][C:11]2[N:12]=[N:13][C:14]([CH2:16][CH2:17][CH2:18][CH2:19][N:20]3[CH:24]=[C:23]([C:25]([NH:31][CH2:30][C:47]4[CH:48]=[CH:49][CH:50]=[CH:51][N:52]=4)=[O:27])[N:22]=[N:21]3)=[CH:15][C:10]=2[CH:9]=1.